From a dataset of Full USPTO retrosynthesis dataset with 1.9M reactions from patents (1976-2016). Predict the reactants needed to synthesize the given product. (1) Given the product [Cl:1][C:2]1[CH:7]=[CH:6][C:5]([OH:8])=[CH:4][C:3]=1[CH2:10][S:11][C:12]1[N:17]=[C:16]([OH:18])[CH:15]=[C:14]([CH3:19])[N:13]=1, predict the reactants needed to synthesize it. The reactants are: [Cl:1][C:2]1[CH:7]=[CH:6][C:5]([O:8]C)=[CH:4][C:3]=1[CH2:10][S:11][C:12]1[N:17]=[C:16]([OH:18])[CH:15]=[C:14]([CH3:19])[N:13]=1.B(Br)(Br)Br. (2) Given the product [CH2:1]([O:8][C@H:9]1[C@H:13]2[O:14][CH2:15][C@:10]1([CH2:32][OH:33])[O:11][C@H:12]2[N:16]1[CH:24]=[N:23][C:22]2[C:21](=[O:25])[NH:20][C:19]([NH:26][C:27](=[O:31])[CH:28]([CH3:29])[CH3:30])=[N:18][C:17]1=2)[C:2]1[CH:7]=[CH:6][CH:5]=[CH:4][CH:3]=1, predict the reactants needed to synthesize it. The reactants are: [CH2:1]([O:8][C@H:9]1[C@H:13]2[O:14][CH2:15][C@@:10]1([CH2:32][O:33]C(=O)C1C=CC=CC=1)[O:11][C@H:12]2[N:16]1[CH:24]=[N:23][C:22]2[C:21](=[O:25])[NH:20][C:19]([NH:26][C:27](=[O:31])[CH:28]([CH3:30])[CH3:29])=[N:18][C:17]1=2)[C:2]1[CH:7]=[CH:6][CH:5]=[CH:4][CH:3]=1.[OH-].[Na+].C(O)(=O)C. (3) Given the product [ClH:5].[F:19][C:14]1[CH:15]=[CH:16][CH:17]=[CH:18][C:13]=1[C:8]1[CH2:9][CH2:10][CH2:11][CH2:12][C:7]=1[CH2:6][S:3][C:2](=[NH:4])[NH2:1], predict the reactants needed to synthesize it. The reactants are: [NH2:1][C:2]([NH2:4])=[S:3].[Cl:5][CH2:6][C:7]1[CH2:12][CH2:11][CH2:10][CH2:9][C:8]=1[C:13]1[CH:18]=[CH:17][CH:16]=[CH:15][C:14]=1[F:19]. (4) Given the product [F:1][C:2]1[CH:3]=[C:4]([NH:24][C:25](=[O:36])[CH2:26][C:27]([N:29]([CH3:75])[C:30]2[CH:31]=[CH:32][CH:33]=[CH:34][CH:35]=2)=[O:28])[CH:5]=[CH:6][C:7]=1[O:8][C:9]1[CH:14]=[CH:13][N:12]=[C:11]2[CH:15]=[C:16]([C:18]3[CH2:22][CH2:57][N:58]([CH3:59])[CH2:54][CH:52]=3)[S:17][C:10]=12, predict the reactants needed to synthesize it. The reactants are: [F:1][C:2]1[CH:3]=[C:4]([NH:24][C:25](=[O:36])[CH2:26][C:27]([NH:29][C:30]2[CH:35]=[CH:34][CH:33]=[CH:32][CH:31]=2)=[O:28])[CH:5]=[CH:6][C:7]=1[O:8][C:9]1[CH:14]=[CH:13][N:12]=[C:11]2[CH:15]=[C:16]([C:18]3N=CN(C)[CH:22]=3)[S:17][C:10]=12.FC1C=C(NC(=O)CC(NC2C=CC=CC=2OC)=O)C=CC=1OC1C=CN=C2C=[C:52]([C:54]3[N:58]([CH3:59])[CH:57]=NC=3)SC=12.[CH3:75]CCCCCCCCCCCN.FC1C=C(C=CC=1OC1C=CN=C2C=C(C3CCN(C)CC=3)SC=12)N. (5) Given the product [Si:1]([O:8][C@H:9]1[CH2:32][CH2:31][C@@:30]2([CH3:33])[C@@H:11]([CH2:12][CH2:13][C:14]3[C:15]4[C@:26]([CH3:34])([CH2:27][CH2:28][C:29]=32)[C@@H:18]([C@H:19]([CH3:25])[CH2:20][CH2:21][CH2:22][NH2:37])[CH2:17][CH:16]=4)[C:10]1([CH3:36])[CH3:35])([C:4]([CH3:7])([CH3:6])[CH3:5])([CH3:3])[CH3:2], predict the reactants needed to synthesize it. The reactants are: [Si:1]([O:8][C@H:9]1[CH2:32][CH2:31][C@@:30]2([CH3:33])[C@@H:11]([CH2:12][CH2:13][C:14]3[C:15]4[C@:26]([CH3:34])([CH2:27][CH2:28][C:29]=32)[C@@H:18]([C@H:19]([CH3:25])[CH2:20][CH2:21][C:22](O)=O)[CH2:17][CH:16]=4)[C:10]1([CH3:36])[CH3:35])([C:4]([CH3:7])([CH3:6])[CH3:5])([CH3:3])[CH3:2].[NH3:37].[H-].[Al+3].[Li+].[H-].[H-].[H-]. (6) Given the product [I:19][C:10]1[CH:9]=[CH:8][C:7]2[C:12](=[CH:13][C:4]([N+:1]([O-:3])=[O:2])=[CH:5][CH:6]=2)[CH:11]=1, predict the reactants needed to synthesize it. The reactants are: [N+:1]([C:4]1[CH:13]=[C:12]2[C:7]([CH:8]=[CH:9][C:10](N)=[CH:11]2)=[CH:6][CH:5]=1)([O-:3])=[O:2].N([O-])=O.[Na+].[I-:19].[I-].[K+]. (7) Given the product [CH2:12]([C:14]1[CH:15]=[CH:16][C:17]([S:20]([O-:22])=[O:21])=[CH:18][CH:19]=1)[CH3:13].[Na+:5], predict the reactants needed to synthesize it. The reactants are: S([O-])([O-])=O.[Na+:5].[Na+].C(=O)(O)[O-].[Na+].[CH2:12]([C:14]1[CH:19]=[CH:18][C:17]([S:20](Cl)(=[O:22])=[O:21])=[CH:16][CH:15]=1)[CH3:13].